This data is from Full USPTO retrosynthesis dataset with 1.9M reactions from patents (1976-2016). The task is: Predict the reactants needed to synthesize the given product. (1) The reactants are: C([O:3][C:4](=[O:28])[C:5]1[CH:10]=[CH:9][C:8]([N:11]2[CH2:16][CH2:15][N:14]([C:17]3[NH:18][C:19](=[O:27])[C:20]4[CH:25]=[CH:24][N:23]([CH3:26])[C:21]=4[N:22]=3)[CH2:13][CH2:12]2)=[CH:7][CH:6]=1)C.[OH-].[Na+]. Given the product [CH3:26][N:23]1[C:21]2[N:22]=[C:17]([N:14]3[CH2:15][CH2:16][N:11]([C:8]4[CH:9]=[CH:10][C:5]([C:4]([OH:28])=[O:3])=[CH:6][CH:7]=4)[CH2:12][CH2:13]3)[NH:18][C:19](=[O:27])[C:20]=2[CH:25]=[CH:24]1, predict the reactants needed to synthesize it. (2) Given the product [CH:12]1[C:13]2[C:14]3([CH2:28][CH2:15]3)[C:19]3[C:7](=[CH:6][CH:16]=[CH:17][CH:18]=3)[C:8]=2[CH:9]=[CH:10][CH:11]=1, predict the reactants needed to synthesize it. The reactants are: CS(O[CH2:6][C:7]1(COS(C)(=O)=O)[C:19]2[CH:18]=[CH:17][CH:16]=[CH:15][C:14]=2[C:13]2[C:8]1=[CH:9][CH:10]=[CH:11][CH:12]=2)(=O)=O.[I-].[Na+].[CH3:28]N(C)P(N(C)C)(N(C)C)=O. (3) Given the product [NH2:25][C:14]1[N:13]=[C:12]([N:8]2[CH2:7][CH2:6][C:5]3[C:10](=[CH:11][C:2]([C:34]4[CH:35]=[CH:36][C:31]([C:29]([NH:28][CH3:27])=[O:30])=[N:32][CH:33]=4)=[C:3]([F:26])[CH:4]=3)[CH2:9]2)[CH:17]=[C:16]([N:18]2[CH2:23][CH2:22][N:21]([CH3:24])[CH2:20][CH2:19]2)[N:15]=1, predict the reactants needed to synthesize it. The reactants are: Br[C:2]1[CH:11]=[C:10]2[C:5]([CH2:6][CH2:7][N:8]([C:12]3[CH:17]=[C:16]([N:18]4[CH2:23][CH2:22][N:21]([CH3:24])[CH2:20][CH2:19]4)[N:15]=[C:14]([NH2:25])[N:13]=3)[CH2:9]2)=[CH:4][C:3]=1[F:26].[CH3:27][NH:28][C:29]([C:31]1[CH:36]=[CH:35][C:34](B2OC(C)(C)C(C)(C)O2)=[CH:33][N:32]=1)=[O:30].C(=O)([O-])[O-].[K+].[K+].ClCCl. (4) Given the product [CH3:15][O:14][C:12](=[O:13])[CH2:11][CH2:10][CH2:9][CH2:8][CH2:7][CH2:6][C:5]1[O:4][CH:3]=[C:2]([C:17]2[CH:22]=[CH:21][CH:20]=[CH:19][CH:18]=2)[N:26]=1, predict the reactants needed to synthesize it. The reactants are: O=[C:2]([C:17]1[CH:22]=[CH:21][CH:20]=[CH:19][CH:18]=1)[CH2:3][O:4][C:5](=O)[CH2:6][CH2:7][CH2:8][CH2:9][CH2:10][CH2:11][C:12]([O:14][CH3:15])=[O:13].C([NH2:26])(=O)C.B(F)(F)F.CCOCC. (5) Given the product [CH2:1]([Sn:5]1([CH2:6][CH2:7][CH2:8][CH3:9])[O:11][CH2:12][CH2:13][CH2:14][O:10]1)[CH2:2][CH2:3][CH3:4], predict the reactants needed to synthesize it. The reactants are: [CH2:1]([Sn:5](=[O:10])[CH2:6][CH2:7][CH2:8][CH3:9])[CH2:2][CH2:3][CH3:4].[OH:11][CH2:12][C:13](CO)(CO)[CH2:14]O. (6) Given the product [C:11]([O:15][C:16]([N:18]1[CH2:19][CH2:20][CH:21]([N:24]2[C:28]3=[N:29][CH:30]=[N:31][C:32]([O:10][C:5]4[CH:4]=[CH:3][C:2]([Br:1])=[CH:9][C:6]=4[C:7]#[N:8])=[C:27]3[CH:26]=[N:25]2)[CH2:22][CH2:23]1)=[O:17])([CH3:14])([CH3:12])[CH3:13], predict the reactants needed to synthesize it. The reactants are: [Br:1][C:2]1[CH:3]=[CH:4][C:5]([OH:10])=[C:6]([CH:9]=1)[C:7]#[N:8].[C:11]([O:15][C:16]([N:18]1[CH2:23][CH2:22][CH:21]([N:24]2[C:28]3=[N:29][CH:30]=[N:31][C:32](Cl)=[C:27]3[CH:26]=[N:25]2)[CH2:20][CH2:19]1)=[O:17])([CH3:14])([CH3:13])[CH3:12].C(=O)([O-])[O-].[K+].[K+].C(=O)([O-])[O-].[Na+].[Na+]. (7) Given the product [CH3:1][C:2]1[CH:12]=[N:11][C:5]2[N:6]([C:14]([O:16][C:17]3[CH:18]=[CH:19][C:20]([N+:23]([O-:25])=[O:24])=[CH:21][CH:22]=3)=[O:15])[CH2:7][C:8](=[O:10])[NH:9][C:4]=2[CH:3]=1, predict the reactants needed to synthesize it. The reactants are: [CH3:1][C:2]1[CH:12]=[N:11][C:5]2[NH:6][CH2:7][C:8](=[O:10])[NH:9][C:4]=2[CH:3]=1.Cl[C:14]([O:16][C:17]1[CH:22]=[CH:21][C:20]([N+:23]([O-:25])=[O:24])=[CH:19][CH:18]=1)=[O:15].O.